Task: Predict the reactants needed to synthesize the given product.. Dataset: Full USPTO retrosynthesis dataset with 1.9M reactions from patents (1976-2016) (1) The reactants are: [CH:1]([OH:3])=[O:2].[NH2:4][C:5]1[C:10]([NH:11][C:12](=[O:15])[CH2:13][CH3:14])=[C:9]([NH2:16])[N:8]=[C:7]([C:17]2[N:18]=[C:19]([CH2:26][C:27]3[CH:32]=[CH:31][CH:30]=[CH:29][C:28]=3[F:33])[N:20]3[C:25]=2[CH:24]=[CH:23][CH:22]=[N:21]3)[N:6]=1.[CH3:34][Si]([N-][Si](C)(C)C)(C)C.[Na+].CI. Given the product [CH:1]([OH:3])=[O:2].[NH2:4][C:5]1[C:10]([N:11]([CH3:34])[C:12](=[O:15])[CH2:13][CH3:14])=[C:9]([NH2:16])[N:8]=[C:7]([C:17]2[N:18]=[C:19]([CH2:26][C:27]3[CH:32]=[CH:31][CH:30]=[CH:29][C:28]=3[F:33])[N:20]3[C:25]=2[CH:24]=[CH:23][CH:22]=[N:21]3)[N:6]=1, predict the reactants needed to synthesize it. (2) The reactants are: [Br:1][C:2]1[CH:3]=[C:4]2[C:8](=[CH:9][CH:10]=1)[NH:7][C:6]([C:11]([O:13][CH2:14][CH3:15])=[O:12])=[CH:5]2.[F:16][C:17]([F:30])([F:29])[O:18][C:19]1[CH:28]=[CH:27][C:22]([O:23][CH2:24][CH2:25]O)=[CH:21][CH:20]=1.C1(P(C2C=CC=CC=2)C2C=CC=CC=2)C=CC=CC=1.CC(OC(/N=N/C(OC(C)C)=O)=O)C. Given the product [Br:1][C:2]1[CH:3]=[C:4]2[C:8](=[CH:9][CH:10]=1)[N:7]([CH2:25][CH2:24][O:23][C:22]1[CH:21]=[CH:20][C:19]([O:18][C:17]([F:16])([F:29])[F:30])=[CH:28][CH:27]=1)[C:6]([C:11]([O:13][CH2:14][CH3:15])=[O:12])=[CH:5]2, predict the reactants needed to synthesize it.